Task: Predict the product of the given reaction.. Dataset: Forward reaction prediction with 1.9M reactions from USPTO patents (1976-2016) (1) Given the reactants Cl[C:2]1[N:11]=[C:10]([NH:12][CH2:13][CH:14]([C:23]2([OH:29])[CH2:28][CH2:27][CH2:26][CH2:25][CH2:24]2)[C:15]2[CH:20]=[CH:19][C:18]([O:21][CH3:22])=[CH:17][CH:16]=2)[C:9]2[C:4](=[CH:5][CH:6]=[CH:7][CH:8]=2)[N:3]=1.[N:30]1[CH:31]=[CH:32][N:33]2[CH:38]=[C:37](B(O)O)[CH:36]=[CH:35][C:34]=12.N1C=CN2C=C(C3N=C(NCC(C4C=CC=CC=4)C4NC=CC=4)C4C(=CC=CC=4)N=3)C=CC=12, predict the reaction product. The product is: [N:30]1[CH:31]=[CH:32][N:33]2[CH:38]=[C:37]([C:2]3[N:11]=[C:10]([NH:12][CH2:13][CH:14]([C:23]4([OH:29])[CH2:28][CH2:27][CH2:26][CH2:25][CH2:24]4)[C:15]4[CH:20]=[CH:19][C:18]([O:21][CH3:22])=[CH:17][CH:16]=4)[C:9]4[C:4](=[CH:5][CH:6]=[CH:7][CH:8]=4)[N:3]=3)[CH:36]=[CH:35][C:34]=12. (2) Given the reactants [CH2:1]([C:5]1[CH:6]=[CH:7][C:8]([NH:15][S:16]([C:19]2[CH:24]=[CH:23][CH:22]=[C:21]([C:25]([N:27]3[CH2:32][CH2:31][N:30]([C:33]4[CH:38]=[CH:37][CH:36]=[CH:35][C:34]=4[O:39][CH3:40])[CH2:29][CH2:28]3)=[O:26])[CH:20]=2)(=[O:18])=[O:17])=[C:9]([CH:14]=1)[C:10]([O:12]C)=[O:11])[CH2:2][CH2:3][CH3:4].O[Li].O, predict the reaction product. The product is: [CH2:1]([C:5]1[CH:6]=[CH:7][C:8]([NH:15][S:16]([C:19]2[CH:24]=[CH:23][CH:22]=[C:21]([C:25]([N:27]3[CH2:28][CH2:29][N:30]([C:33]4[CH:38]=[CH:37][CH:36]=[CH:35][C:34]=4[O:39][CH3:40])[CH2:31][CH2:32]3)=[O:26])[CH:20]=2)(=[O:18])=[O:17])=[C:9]([CH:14]=1)[C:10]([OH:12])=[O:11])[CH2:2][CH2:3][CH3:4]. (3) Given the reactants [OH:1][C:2]1[CH:3]=[C:4]([CH:8]=[CH:9][C:10]=1[N+:11]([O-:13])=[O:12])C(O)=O.C1C=CC2N(O)N=NC=2C=1.CC(C)N=C=NC(C)C, predict the reaction product. The product is: [N+:11]([C:10]1[CH:9]=[CH:8][CH:4]=[CH:3][C:2]=1[OH:1])([O-:13])=[O:12].